From a dataset of Forward reaction prediction with 1.9M reactions from USPTO patents (1976-2016). Predict the product of the given reaction. (1) Given the reactants [CH2:1]([O:3][CH2:4][CH2:5][O:6][C:7]1[CH:12]=[C:11]([CH3:13])[C:10]([C:14]2[CH:19]=[CH:18][CH:17]=[C:16]([CH2:20][O:21][C:22]3[CH:27]=[CH:26][C:25]([CH:28]4[CH2:30][CH:29]4[C:31]([O:33]C)=[O:32])=[CH:24][CH:23]=3)[CH:15]=2)=[C:9]([CH3:35])[CH:8]=1)[CH3:2].[OH-].[Na+].O.Cl, predict the reaction product. The product is: [CH2:1]([O:3][CH2:4][CH2:5][O:6][C:7]1[CH:8]=[C:9]([CH3:35])[C:10]([C:14]2[CH:19]=[CH:18][CH:17]=[C:16]([CH2:20][O:21][C:22]3[CH:27]=[CH:26][C:25]([CH:28]4[CH2:30][CH:29]4[C:31]([OH:33])=[O:32])=[CH:24][CH:23]=3)[CH:15]=2)=[C:11]([CH3:13])[CH:12]=1)[CH3:2]. (2) Given the reactants [CH:1]1([C:7]2[N:12]=[C:11]([C:13]([OH:15])=O)[CH:10]=[CH:9][CH:8]=2)[CH2:6][CH2:5][CH2:4][CH2:3][CH2:2]1.[NH2:16][CH:17]1[CH2:22][CH2:21][CH2:20][CH2:19][CH:18]1[C:23]([O:25][CH3:26])=[O:24], predict the reaction product. The product is: [CH3:26][O:25][C:23]([CH:18]1[CH2:19][CH2:20][CH2:21][CH2:22][CH:17]1[NH:16][C:13]([C:11]1[CH:10]=[CH:9][CH:8]=[C:7]([CH:1]2[CH2:2][CH2:3][CH2:4][CH2:5][CH2:6]2)[N:12]=1)=[O:15])=[O:24]. (3) The product is: [Br:1][C:2]1[CH:10]=[CH:9][C:8]([S:12]([Cl:11])(=[O:14])=[O:13])=[CH:7][C:3]=1[C:4]([OH:6])=[O:5]. Given the reactants [Br:1][C:2]1[CH:10]=[CH:9][CH:8]=[CH:7][C:3]=1[C:4]([OH:6])=[O:5].[Cl:11][S:12](O)(=[O:14])=[O:13], predict the reaction product. (4) Given the reactants [Br:1][C:2]1[CH:7]=[CH:6][C:5]([C:8]2[N:12]([C:13]3[CH:18]=[CH:17][C:16]([S:19]([CH3:22])(=[O:21])=[O:20])=[C:15]([F:23])[CH:14]=3)[N:11]=[CH:10][C:9]=2[N+:24]([O-])=O)=[CH:4][CH:3]=1.[NH4+].[Cl-].O, predict the reaction product. The product is: [NH2:24][C:9]1[CH:10]=[N:11][N:12]([C:13]2[CH:18]=[CH:17][C:16]([S:19]([CH3:22])(=[O:20])=[O:21])=[C:15]([F:23])[CH:14]=2)[C:8]=1[C:5]1[CH:4]=[CH:3][C:2]([Br:1])=[CH:7][CH:6]=1. (5) Given the reactants [C:1]([C:5]1[C:6](=[O:15])[NH:7][C:8]2[C:13]([CH:14]=1)=[CH:12][CH:11]=[CH:10][CH:9]=2)([CH3:4])([CH3:3])[CH3:2].Br[CH2:17][CH2:18][C:19]([CH3:22])([CH3:21])[CH3:20].[C:23](=O)([O-])[O-:24].[Cs+].[Cs+], predict the reaction product. The product is: [C:1]([C:5]1[C:6](=[O:15])[N:7]([CH2:17][CH2:18][C:19]([CH3:22])([CH3:21])[CH3:20])[C:8]2[C:13]([CH:14]=1)=[CH:12][CH:11]=[C:10]([O:24][CH3:23])[CH:9]=2)([CH3:4])([CH3:2])[CH3:3]. (6) Given the reactants [CH3:1][O:2][C:3](=[O:20])[CH2:4][C:5]1[CH:10]=[CH:9][CH:8]=[C:7]([NH:11][C:12]([C:14]2[O:15][C:16](Br)=[CH:17][CH:18]=2)=[O:13])[CH:6]=1.[F:21][C:22]([F:34])([F:33])[O:23][C:24]1[CH:29]=[CH:28][C:27](B(O)O)=[CH:26][CH:25]=1, predict the reaction product. The product is: [CH3:1][O:2][C:3](=[O:20])[CH2:4][C:5]1[CH:10]=[CH:9][CH:8]=[C:7]([NH:11][C:12]([C:14]2[O:15][C:16]([C:27]3[CH:26]=[CH:25][C:24]([O:23][C:22]([F:21])([F:33])[F:34])=[CH:29][CH:28]=3)=[CH:17][CH:18]=2)=[O:13])[CH:6]=1. (7) Given the reactants [CH3:1][O:2][C:3]1[CH:11]=[C:10]2[C:6]([C:7]([CH2:18][C:19]3[N:24]=[C:23]([C:25]([O:27][CH3:28])=[O:26])[CH:22]=[CH:21][CH:20]=3)=[C:8]([C:12]3[CH:17]=[CH:16][CH:15]=[CH:14][CH:13]=3)[NH:9]2)=[CH:5][CH:4]=1.[C:29](=O)([O-])[O-].[Cs+].[Cs+].CI, predict the reaction product. The product is: [CH3:1][O:2][C:3]1[CH:11]=[C:10]2[C:6]([C:7]([CH2:18][C:19]3[N:24]=[C:23]([C:25]([O:27][CH3:28])=[O:26])[CH:22]=[CH:21][CH:20]=3)=[C:8]([C:12]3[CH:13]=[CH:14][CH:15]=[CH:16][CH:17]=3)[N:9]2[CH3:29])=[CH:5][CH:4]=1.